From a dataset of Full USPTO retrosynthesis dataset with 1.9M reactions from patents (1976-2016). Predict the reactants needed to synthesize the given product. (1) Given the product [CH3:32][NH:33][C:29]([C:10]1[N:11]([CH3:28])[C:12]([CH2:16][NH:17][S:18]([C:21]2[CH:26]=[CH:25][C:24]([CH3:27])=[CH:23][CH:22]=2)(=[O:20])=[O:19])=[CH:13][C:14](=[O:15])[C:9]=1[O:8][CH2:1][C:2]1[CH:3]=[CH:4][CH:5]=[CH:6][CH:7]=1)=[O:30], predict the reactants needed to synthesize it. The reactants are: [CH2:1]([O:8][C:9]1[C:14](=[O:15])[CH:13]=[C:12]([CH2:16][NH:17][S:18]([C:21]2[CH:26]=[CH:25][C:24]([CH3:27])=[CH:23][CH:22]=2)(=[O:20])=[O:19])[N:11]([CH3:28])[C:10]=1[C:29](O)=[O:30])[C:2]1[CH:7]=[CH:6][CH:5]=[CH:4][CH:3]=1.[CH3:32][NH:33]C(C1N(C)C(C(S(C2C=CC=CC=2)(=O)=O)N)=CC(=O)C=1OCC1C=CC=CC=1)=O. (2) Given the product [CH3:18][CH:6]1[CH:5]=[C:4]([CH3:19])[CH2:3][O:8][CH:7]1[C:9]1[N:13]([CH3:14])[N:12]=[CH:11][C:10]=1[N+:15]([O-:17])=[O:16], predict the reactants needed to synthesize it. The reactants are: CO[CH:3]1[O:8][CH:7]([C:9]2[N:13]([CH3:14])[N:12]=[CH:11][C:10]=2[N+:15]([O-:17])=[O:16])[CH:6]([CH3:18])[CH:5]=[C:4]1[CH3:19].B(F)(F)F.CCOCC.C([SiH](CC)CC)C.C([O-])(O)=O.[Na+]. (3) Given the product [F:1][C:2]1[C:10]2[C:6](=[CH:7][N:8]([CH2:21][O:22][CH3:23])[N:9]=2)[C:5]([N+:11]([O-:13])=[O:12])=[CH:4][CH:3]=1, predict the reactants needed to synthesize it. The reactants are: [F:1][C:2]1[CH:3]=[CH:4][C:5]([N+:11]([O-:13])=[O:12])=[C:6]2[C:10]=1[NH:9][N:8]=[CH:7]2.CC([O-])(C)C.[Na+].Cl[CH2:21][O:22][CH3:23].